Predict which catalyst facilitates the given reaction. From a dataset of Catalyst prediction with 721,799 reactions and 888 catalyst types from USPTO. (1) Reactant: [CH3:1][NH:2][CH2:3][C:4]1([CH2:8][N:9]2[CH:13]=[C:12]([N+:14]([O-:16])=[O:15])[CH:11]=[N:10]2)[CH2:7][O:6][CH2:5]1.CCN(CC)CC.[F:31][C:30]([F:33])([F:32])[C:29](O[C:29](=[O:34])[C:30]([F:33])([F:32])[F:31])=[O:34]. Product: [F:33][C:30]([F:31])([F:32])[C:29]([N:2]([CH3:1])[CH2:3][C:4]1([CH2:8][N:9]2[CH:13]=[C:12]([N+:14]([O-:16])=[O:15])[CH:11]=[N:10]2)[CH2:7][O:6][CH2:5]1)=[O:34]. The catalyst class is: 2. (2) Reactant: [CH3:1][O:2][C:3](=[O:14])[CH2:4][C:5]([C:7]1[CH:12]=[CH:11][C:10]([F:13])=[CH:9][CH:8]=1)=[O:6].S(Cl)([Cl:18])(=O)=O. Product: [CH3:1][O:2][C:3](=[O:14])[CH:4]([Cl:18])[C:5]([C:7]1[CH:8]=[CH:9][C:10]([F:13])=[CH:11][CH:12]=1)=[O:6]. The catalyst class is: 53. (3) Reactant: Br[C:2]1[CH:8]=[CH:7][C:5]([NH2:6])=[C:4]([N+:9]([O-:11])=[O:10])[CH:3]=1.[C:12](C1C=CC(B(O)O)=CC=1)#[N:13].C([O-])([O-])=O.[Na+].[Na+].[C:29]1(C)[CH:34]=[CH:33][CH:32]=[CH:31][CH:30]=1.CCO.O. Product: [NH2:6][C:5]1([C:12]#[N:13])[CH:7]=[CH:8][C:2]([C:29]2[CH:34]=[CH:33][CH:32]=[CH:31][CH:30]=2)=[CH:3][CH:4]1[N+:9]([O-:11])=[O:10]. The catalyst class is: 73. (4) Reactant: [CH2:1]([C:5]1[CH:10]=[CH:9][CH:8]=[CH:7][CH:6]=1)[CH2:2][CH2:3][CH3:4].[Cl:11][S:12](O)(=[O:14])=[O:13]. Product: [CH2:1]([C:5]1[CH:10]=[CH:9][C:8]([S:12]([Cl:11])(=[O:14])=[O:13])=[CH:7][CH:6]=1)[CH2:2][CH2:3][CH3:4]. The catalyst class is: 22. (5) Reactant: [Cl:1][C:2]1[CH:3]=[C:4]([CH2:8][O:9][C:10]2[CH:11]=[CH:12][C:13]([CH3:30])=[C:14]([C:16]([NH:18][C:19]3[CH:24]=[CH:23][C:22]([CH2:25][C:26]([OH:28])=[O:27])=[CH:21][C:20]=3[CH3:29])=[O:17])[CH:15]=2)[CH:5]=[CH:6][CH:7]=1.[OH-].[K+:32]. Product: [K+:32].[Cl:1][C:2]1[CH:3]=[C:4]([CH2:8][O:9][C:10]2[CH:11]=[CH:12][C:13]([CH3:30])=[C:14]([C:16]([NH:18][C:19]3[CH:24]=[CH:23][C:22]([CH2:25][C:26]([O-:28])=[O:27])=[CH:21][C:20]=3[CH3:29])=[O:17])[CH:15]=2)[CH:5]=[CH:6][CH:7]=1. The catalyst class is: 5. (6) Reactant: [I:1][C:2]1[C:10]2[C:5](=[CH:6][CH:7]=[C:8]([C:11]([O:13][CH3:14])=[O:12])[CH:9]=2)[NH:4][CH:3]=1.CC(C)([O-])C.[K+].[C:21]([O:25][C:26](O[C:26]([O:25][C:21]([CH3:24])([CH3:23])[CH3:22])=[O:27])=[O:27])([CH3:24])([CH3:23])[CH3:22]. Product: [I:1][C:2]1[C:10]2[C:5](=[CH:6][CH:7]=[C:8]([C:11]([O:13][CH3:14])=[O:12])[CH:9]=2)[N:4]([C:26]([O:25][C:21]([CH3:24])([CH3:23])[CH3:22])=[O:27])[CH:3]=1. The catalyst class is: 1. (7) Reactant: CS(O[CH:6]1[CH2:9][N:8]([CH:10]([C:17]2[CH:22]=[CH:21][CH:20]=[CH:19][CH:18]=2)[C:11]2[CH:16]=[CH:15][CH:14]=[CH:13][CH:12]=2)[CH2:7]1)(=O)=O.C([O-])([O-])=O.[K+].[K+].[C:29]([CH:32]1[NH:37][CH2:36][CH2:35][N:34]([C:38]([O:40][C:41]([CH3:44])([CH3:43])[CH3:42])=[O:39])[CH2:33]1)(=[O:31])[NH2:30]. Product: [CH:10]([N:8]1[CH2:9][CH:6]([N:37]2[CH2:36][CH2:35][N:34]([C:38]([O:40][C:41]([CH3:42])([CH3:43])[CH3:44])=[O:39])[CH2:33][CH:32]2[C:29](=[O:31])[NH2:30])[CH2:7]1)([C:17]1[CH:22]=[CH:21][CH:20]=[CH:19][CH:18]=1)[C:11]1[CH:16]=[CH:15][CH:14]=[CH:13][CH:12]=1. The catalyst class is: 23.